The task is: Predict the reactants needed to synthesize the given product.. This data is from Full USPTO retrosynthesis dataset with 1.9M reactions from patents (1976-2016). (1) The reactants are: Br[C:2]1[CH:3]=[CH:4][C:5]2[C:6](=[O:16])[C:7]3[C:12]([C:13]=2[CH:14]=1)=[CH:11][C:10](Br)=[CH:9][CH:8]=3.[OH-:17].[Na+].[OH2:19]. Given the product [OH:17][C:2]1[CH:3]=[CH:4][C:5]2[C:6](=[O:16])[C:7]3[C:12]([C:13]=2[CH:14]=1)=[CH:11][C:10]([OH:19])=[CH:9][CH:8]=3, predict the reactants needed to synthesize it. (2) The reactants are: [C:1]([C:3]1[C:4]([N:17]2[CH2:20][CH:19]([C:21]([OH:23])=O)[CH2:18]2)=[N:5][C:6]([CH:14]([F:16])[F:15])=[C:7]([C:9]([O:11][CH2:12][CH3:13])=[O:10])[CH:8]=1)#[N:2].[F:24][C:25]1[CH:30]=[CH:29][C:28]([CH2:31][S:32]([NH2:35])(=[O:34])=[O:33])=[CH:27][CH:26]=1. Given the product [C:1]([C:3]1[C:4]([N:17]2[CH2:18][CH:19]([C:21]([NH:35][S:32]([CH2:31][C:28]3[CH:29]=[CH:30][C:25]([F:24])=[CH:26][CH:27]=3)(=[O:34])=[O:33])=[O:23])[CH2:20]2)=[N:5][C:6]([CH:14]([F:15])[F:16])=[C:7]([CH:8]=1)[C:9]([O:11][CH2:12][CH3:13])=[O:10])#[N:2], predict the reactants needed to synthesize it.